This data is from Forward reaction prediction with 1.9M reactions from USPTO patents (1976-2016). The task is: Predict the product of the given reaction. (1) Given the reactants [C:1]([CH:6]1[CH2:11][CH2:10][CH2:9][CH2:8][C:7]1=O)(=O)[CH:2]([CH3:4])[CH3:3].[C:13]([CH2:15][C:16]([NH2:18])=[O:17])#[N:14].C(NCC)C, predict the reaction product. The product is: [OH:17][C:16]1[N:18]=[C:1]([CH:2]([CH3:4])[CH3:3])[C:6]2[CH2:11][CH2:10][CH2:9][CH2:8][C:7]=2[C:15]=1[C:13]#[N:14]. (2) Given the reactants [C:1]1([NH:7][C:8]2[C:16]3[C:15]4[CH2:17][NH:18][CH2:19][CH2:20][C:14]=4[NH:13][C:12]=3[N:11]=[CH:10][CH:9]=2)[CH:6]=[CH:5][CH:4]=[CH:3][CH:2]=1.[C:21](OC(=O)C)(=[O:23])[CH3:22].C(N(CC)CC)C, predict the reaction product. The product is: [C:1]1([NH:7][C:8]2[C:16]3[C:15]4[CH2:17][N:18]([C:21](=[O:23])[CH3:22])[CH2:19][CH2:20][C:14]=4[NH:13][C:12]=3[N:11]=[CH:10][CH:9]=2)[CH:2]=[CH:3][CH:4]=[CH:5][CH:6]=1. (3) Given the reactants N#N.C[O:4][C:5](=[O:16])[CH2:6][CH2:7][CH2:8][CH2:9][C:10]1([CH3:15])[O:14][CH2:13][CH2:12][O:11]1.O.[OH-].[Li+], predict the reaction product. The product is: [CH3:15][C:10]1([CH2:9][CH2:8][CH2:7][CH2:6][C:5]([OH:16])=[O:4])[O:14][CH2:13][CH2:12][O:11]1. (4) Given the reactants C(O[C:6]([N:8]([C:10]1[N:15]=[C:14]([CH2:16][CH2:17][O:18][C:19]2[CH:24]=[CH:23][C:22]([CH2:25][CH:26]([C:32]3[S:33][CH:34]=[CH:35][CH:36]=3)[CH2:27][C:28]([O:30]C)=[O:29])=[CH:21][CH:20]=2)[CH:13]=[CH:12][CH:11]=1)C)=O)(C)(C)C.Cl.O1CCOCC1.[OH-].[Na+].Cl, predict the reaction product. The product is: [CH3:6][NH:8][C:10]1[N:15]=[C:14]([CH2:16][CH2:17][O:18][C:19]2[CH:24]=[CH:23][C:22]([CH2:25][CH:26]([C:32]3[S:33][CH:34]=[CH:35][CH:36]=3)[CH2:27][C:28]([OH:30])=[O:29])=[CH:21][CH:20]=2)[CH:13]=[CH:12][CH:11]=1. (5) Given the reactants [CH3:1][O:2][CH2:3][CH2:4]Br.CCN(C(C)C)C(C)C.Cl.[Cl:16][C:17]1[CH:18]=[C:19]([CH:40]=[C:41]([Cl:43])[CH:42]=1)[CH2:20][N:21]([CH3:39])[C:22](=[O:38])[CH2:23][C:24]1([C:30]2[CH:35]=[CH:34][C:33]([F:36])=[CH:32][C:31]=2[CH3:37])[CH2:29][CH2:28][NH:27][CH2:26][CH2:25]1, predict the reaction product. The product is: [Cl:16][C:17]1[CH:18]=[C:19]([CH2:20][N:21]([CH3:39])[C:22](=[O:38])[CH2:23][C:24]2([C:30]3[CH:35]=[CH:34][C:33]([F:36])=[CH:32][C:31]=3[CH3:37])[CH2:29][CH2:28][N:27]([CH2:4][CH2:3][O:2][CH3:1])[CH2:26][CH2:25]2)[CH:40]=[C:41]([Cl:43])[CH:42]=1. (6) The product is: [Cl:1][C:2]1[N:10]=[C:9]2[C:5]([N:6]=[CH:7][N:8]2[CH2:11][CH:12]2[CH2:17][CH2:16][O:15][CH2:14][CH2:13]2)=[C:4]([NH2:19])[N:3]=1. Given the reactants [Cl:1][C:2]1[N:10]=[C:9]2[C:5]([N:6]=[CH:7][N:8]2[CH2:11][CH:12]2[CH2:17][CH2:16][O:15][CH2:14][CH2:13]2)=[C:4](Cl)[N:3]=1.[NH3:19], predict the reaction product. (7) The product is: [C:12]([CH2:2][C:3]1[CH:4]=[C:5]([CH:9]=[CH:10][CH:11]=1)[C:6]([OH:8])=[O:7])#[N:13]. Given the reactants Br[CH2:2][C:3]1[CH:4]=[C:5]([CH:9]=[CH:10][CH:11]=1)[C:6]([OH:8])=[O:7].[C-:12]#[N:13].[Na+], predict the reaction product.